Dataset: Reaction yield outcomes from USPTO patents with 853,638 reactions. Task: Predict the reaction yield, written as a fraction of the theoretical maximum amount of product (1.0 means a 100% yield; for example, 0.34 means a 34% yield). (1) The reactants are C(OC([N:11]1[CH2:16][CH2:15][CH2:14][CH:13]([C:17]2[CH:22]=[CH:21][C:20]([CH3:23])=[C:19]([O:24][C:25]([C:28]([O:30][CH2:31][CH3:32])=[O:29])([CH3:27])[CH3:26])[CH:18]=2)[CH2:12]1)=O)C1C=CC=CC=1.[C:33]([OH:42])(=[O:41])[C@H:34]([C@@H:36]([C:38]([OH:40])=[O:39])[OH:37])[OH:35]. The catalyst is [Pd].C(O)C. The product is [C:33]([OH:42])(=[O:41])[C@H:34]([C@@H:36]([C:38]([OH:40])=[O:39])[OH:37])[OH:35].[CH2:31]([O:30][C:28](=[O:29])[C:25]([CH3:27])([O:24][C:19]1[CH:18]=[C:17]([CH:13]2[CH2:14][CH2:15][CH2:16][NH:11][CH2:12]2)[CH:22]=[CH:21][C:20]=1[CH3:23])[CH3:26])[CH3:32]. The yield is 0.690. (2) The reactants are [NH2:1][CH:2]([C:8]1[CH:13]=[CH:12][C:11]([Cl:14])=[CH:10][CH:9]=1)[C:3]([O:5][CH2:6][CH3:7])=[O:4].[CH:15]1([C:18](=[O:27])[CH2:19][C:20](=[O:26])SC(C)(C)C)[CH2:17][CH2:16]1. The catalyst is C1COCC1.FC(F)(F)C([O-])=O.[Ag+]. The product is [Cl:14][C:11]1[CH:10]=[CH:9][C:8]([CH:2]([NH:1][C:20](=[O:26])[CH2:19][C:18]([CH:15]2[CH2:17][CH2:16]2)=[O:27])[C:3]([O:5][CH2:6][CH3:7])=[O:4])=[CH:13][CH:12]=1. The yield is 0.940. (3) The reactants are [Br:1]N1C(=O)CCC1=O.[CH3:9][C:10]1[CH:14]=[C:13]([NH:15][S:16]([C:19]2[CH:24]=[CH:23][C:22]([C:25]3[CH:30]=[CH:29][C:28]([CH3:31])=[CH:27][CH:26]=3)=[CH:21][CH:20]=2)(=[O:18])=[O:17])[O:12][N:11]=1. The catalyst is C(Cl)(Cl)Cl.ClCCl. The product is [Br:1][C:14]1[C:10]([CH3:9])=[N:11][O:12][C:13]=1[NH:15][S:16]([C:19]1[CH:20]=[CH:21][C:22]([C:25]2[CH:30]=[CH:29][C:28]([CH3:31])=[CH:27][CH:26]=2)=[CH:23][CH:24]=1)(=[O:18])=[O:17]. The yield is 0.860.